Dataset: Reaction yield outcomes from USPTO patents with 853,638 reactions. Task: Predict the reaction yield, written as a fraction of the theoretical maximum amount of product (1.0 means a 100% yield; for example, 0.34 means a 34% yield). (1) The reactants are [CH:1]([S:4][C:5]1[CH:6]=[CH:7][C:8](O)=[N:9][CH:10]=1)([CH3:3])[CH3:2].P(Br)(Br)([Br:14])=O. The catalyst is CN(C=O)C. The product is [Br:14][C:8]1[CH:7]=[CH:6][C:5]([S:4][CH:1]([CH3:3])[CH3:2])=[CH:10][N:9]=1. The yield is 0.630. (2) The reactants are [CH3:1][C:2]([Si:5]([CH3:26])([CH3:25])[O:6][CH2:7][C:8]1[CH:13]=[C:12]([O:14][CH3:15])[N:11]=[C:10]([CH2:16][CH2:17][C:18](OCCCC)=[O:19])[CH:9]=1)([CH3:4])[CH3:3].[H-].[H-].[H-].[H-].[Li+].[Al+3].O. The catalyst is C1COCC1. The product is [CH3:4][C:2]([Si:5]([CH3:26])([CH3:25])[O:6][CH2:7][C:8]1[CH:13]=[C:12]([O:14][CH3:15])[N:11]=[C:10]([CH2:16][CH2:17][CH2:18][OH:19])[CH:9]=1)([CH3:1])[CH3:3]. The yield is 1.02. (3) The reactants are [F:1][C:2]1[CH:3]=[C:4]([CH:14]([CH3:18])[C:15]([OH:17])=O)[CH:5]=[CH:6][C:7]=1[CH2:8][NH:9][S:10]([CH3:13])(=[O:12])=[O:11].[CH2:19]([C:24]1[C:29]([CH2:30][NH2:31])=[CH:28][CH:27]=[C:26]([C:32]([F:35])([F:34])[F:33])[N:25]=1)[CH2:20][CH2:21][CH2:22][CH3:23].CN(C)CCCN=C=NCC.ON1C2C=CC=CC=2N=N1.C(N(CC)CC)C. The catalyst is C(#N)C.C(OCC)(=O)C. The product is [F:1][C:2]1[CH:3]=[C:4]([CH:14]([CH3:18])[C:15]([NH:31][CH2:30][C:29]2[C:24]([CH2:19][CH2:20][CH2:21][CH2:22][CH3:23])=[N:25][C:26]([C:32]([F:35])([F:33])[F:34])=[CH:27][CH:28]=2)=[O:17])[CH:5]=[CH:6][C:7]=1[CH2:8][NH:9][S:10]([CH3:13])(=[O:11])=[O:12]. The yield is 0.750. (4) The reactants are [CH2:1]([S:8][C:9]1[CH:10]=[C:11]2[C:16](=[CH:17][CH:18]=1)[CH:15]([C:19]1[CH:24]=[CH:23][C:22](Br)=[CH:21][C:20]=1[O:26][CH3:27])[N:14]([C:28](=[O:30])[CH3:29])[CH2:13][CH2:12]2)[C:2]1[CH:7]=[CH:6][CH:5]=[CH:4][CH:3]=1.COC1C=CC=C(OC)C=1C1C=CC=CC=1P(C1CCCCC1)C1CCCCC1.P([O-])([O-])([O-])=O.[K+].[K+].[K+].[F:68][C:69]1[CH:70]=[C:71](B(O)O)[CH:72]=[CH:73][CH:74]=1. The catalyst is C1(P(C2CCCCC2)C2C=CC=CC=2C2C(OC)=CC=CC=2OC)CCCCC1.C(Cl)Cl.CO.C(Cl)Cl. The product is [CH2:1]([S:8][C:9]1[CH:10]=[C:11]2[C:16](=[CH:17][CH:18]=1)[CH:15]([C:19]1[CH:24]=[CH:23][C:22]([C:73]3[CH:72]=[CH:71][CH:70]=[C:69]([F:68])[CH:74]=3)=[CH:21][C:20]=1[O:26][CH3:27])[N:14]([C:28](=[O:30])[CH3:29])[CH2:13][CH2:12]2)[C:2]1[CH:7]=[CH:6][CH:5]=[CH:4][CH:3]=1. The yield is 1.00. (5) The catalyst is CN(C=O)C.C(Cl)Cl.CO.Cl[Pd](Cl)([P](C1C=CC=CC=1)(C1C=CC=CC=1)C1C=CC=CC=1)[P](C1C=CC=CC=1)(C1C=CC=CC=1)C1C=CC=CC=1.[Cu]I. The reactants are C([O:4][CH2:5][C@@H:6]1[C@@H:13]2[C@@H:9]([O:10][C:11]([CH3:15])([CH3:14])[O:12]2)[C@H:8]([N:16]2[CH:24]=[N:23][C:22]3[C:17]2=[N:18][CH:19]=[N:20][C:21]=3I)[CH2:7]1)(=O)C.CCN(C(C)C)C(C)C.[C:35]1([C:41]#[CH:42])[CH:40]=[CH:39][CH:38]=[CH:37][CH:36]=1.N. The yield is 0.630. The product is [CH3:14][C:11]1([CH3:15])[O:10][C@H:9]2[C@H:8]([N:16]3[CH:24]=[N:23][C:22]4[C:17]3=[N:18][CH:19]=[N:20][C:21]=4[C:42]#[C:41][C:35]3[CH:40]=[CH:39][CH:38]=[CH:37][CH:36]=3)[CH2:7][C@H:6]([CH2:5][OH:4])[C@H:13]2[O:12]1.